From a dataset of Catalyst prediction with 721,799 reactions and 888 catalyst types from USPTO. Predict which catalyst facilitates the given reaction. (1) Product: [F:1][C:2]1[CH:3]=[C:4]([CH3:9])[C:5]([OH:8])=[C:11]([CH:7]=1)[CH:12]=[O:14]. The catalyst class is: 6. Reactant: [F:1][C:2]1[CH:7]=C[C:5]([OH:8])=[C:4]([CH3:9])[CH:3]=1.F[C:11](F)(F)[C:12]([OH:14])=O.C1N2CN3CN(C2)CN1C3.S(=O)(=O)(O)O. (2) The catalyst class is: 6. Product: [F:29][C:2]([F:1])([F:28])[C:3]1[CH:8]=[CH:7][C:6]([C:9]2[O:10][C:11]3[C:16]([C:17](=[O:20])[C:18]=2[O:19][CH3:30])=[C:15]([OH:21])[CH:14]=[C:13]([OH:22])[C:12]=3[CH2:23][CH:24]=[C:25]([CH3:26])[CH3:27])=[CH:5][CH:4]=1. Reactant: [F:1][C:2]([F:29])([F:28])[C:3]1[CH:8]=[CH:7][C:6]([C:9]2[O:10][C:11]3[C:16]([C:17](=[O:20])[C:18]=2[OH:19])=[C:15]([OH:21])[CH:14]=[C:13]([OH:22])[C:12]=3[CH2:23][CH:24]=[C:25]([CH3:27])[CH3:26])=[CH:5][CH:4]=1.[C:30](=O)([O-])[O-].[Cs+].[Cs+].C(Br)C=C(C)C.Cl. (3) The catalyst class is: 16. Reactant: [F:1][C:2]([F:36])([F:35])[C:3]1[CH:4]=[C:5]([C:13]([CH3:34])([CH3:33])[C:14]([N:16]([C:18]2[CH:19]=[N:20][C:21](Cl)=[CH:22][C:23]=2[C:24]2[CH:29]=[CH:28][C:27]([F:30])=[CH:26][C:25]=2[CH3:31])[CH3:17])=[O:15])[CH:6]=[C:7]([C:9]([F:12])([F:11])[F:10])[CH:8]=1.[CH2:37]1[CH2:43][NH:42][CH2:41][CH2:40][N:39]2[CH2:44][CH2:45][CH2:46][C@@H:38]12.C(=O)([O-])[O-].[K+].[K+].[NH4+].[Cl-]. Product: [F:1][C:2]([F:36])([F:35])[C:3]1[CH:4]=[C:5]([C:13]([CH3:34])([CH3:33])[C:14]([N:16]([C:18]2[CH:19]=[N:20][C:21]([N:42]3[CH2:43][CH2:37][C@@H:38]4[CH2:46][CH2:45][CH2:44][N:39]4[CH2:40][CH2:41]3)=[CH:22][C:23]=2[C:24]2[CH:29]=[CH:28][C:27]([F:30])=[CH:26][C:25]=2[CH3:31])[CH3:17])=[O:15])[CH:6]=[C:7]([C:9]([F:12])([F:11])[F:10])[CH:8]=1. (4) Reactant: C([N:8]1[CH2:13][CH2:12][CH:11]([OH:14])[CH:10]([CH2:15][OH:16])[CH2:9]1)C1C=CC=CC=1.[ClH:17].O1CCOCC1. Product: [ClH:17].[OH:16][CH2:15][CH:10]1[CH:11]([OH:14])[CH2:12][CH2:13][NH:8][CH2:9]1. The catalyst class is: 105. (5) Reactant: I[C:2]1[N:3]=[CH:4][N:5]([C:7]([C:20]2[CH:25]=[CH:24][CH:23]=[CH:22][CH:21]=2)([C:14]2[CH:19]=[CH:18][CH:17]=[CH:16][CH:15]=2)[C:8]2[CH:13]=[CH:12][CH:11]=[CH:10][CH:9]=2)[CH:6]=1.[Cl:26][C:27]1[CH:32]=[CH:31][C:30]([CH:33]2[C:35]3([C:43]4[C:38](=[CH:39][CH:40]=[CH:41][CH:42]=4)[NH:37][C:36]3=[O:44])[CH2:34]2)=[CH:29][CH:28]=1.C(=O)([O-])[O-].[K+].[K+].CN(C)CCN. Product: [Cl:26][C:27]1[CH:28]=[CH:29][C:30]([C@H:33]2[C@@:35]3([C:43]4[C:38](=[CH:39][CH:40]=[CH:41][CH:42]=4)[N:37]([C:2]4[N:3]=[CH:4][N:5]([C:7]([C:8]5[CH:13]=[CH:12][CH:11]=[CH:10][CH:9]=5)([C:20]5[CH:21]=[CH:22][CH:23]=[CH:24][CH:25]=5)[C:14]5[CH:15]=[CH:16][CH:17]=[CH:18][CH:19]=5)[CH:6]=4)[C:36]3=[O:44])[CH2:34]2)=[CH:31][CH:32]=1. The catalyst class is: 767.